This data is from Catalyst prediction with 721,799 reactions and 888 catalyst types from USPTO. The task is: Predict which catalyst facilitates the given reaction. Reactant: [Cl:1][C:2]1[C:3]([F:46])=[C:4]([C@@H:8]2[C@:12]([C:15]3[CH:20]=[CH:19][C:18]([Cl:21])=[CH:17][C:16]=3[F:22])([C:13]#[N:14])[C@H:11]([CH2:23][C:24]([CH3:27])([CH3:26])[CH3:25])[NH:10][C@H:9]2[C:28]([NH:30][C:31]2[CH:43]=[CH:42][C:34]([C:35]([O:37]CC(O)=O)=[O:36])=[CH:33][C:32]=2[O:44][CH3:45])=[O:29])[CH:5]=[CH:6][CH:7]=1.CN(C(ON1N=NC2C=[CH:59][CH:60]=NC1=2)=[N+](C)C)C.F[P-](F)(F)(F)(F)F.CCN(C(C)C)C(C)C.Cl.[NH2:81][C@@H:82]([CH2:89][CH2:90][CH2:91][CH2:92][NH:93][C:94]([O:96][C:97]([CH3:100])([CH3:99])[CH3:98])=[O:95])[C:83]([O:85][CH2:86][CH:87]=[CH2:88])=[O:84].C(=O)([O-])[O-:102].[Na+].[Na+]. Product: [CH2:86]([O:85][C:83]([C@@H:82]([NH:81][C:59]([CH2:60][O:37][C:35](=[O:36])[C:34]1[CH:42]=[CH:43][C:31]([NH:30][C:28]([C@H:9]2[C@H:8]([C:4]3[CH:5]=[CH:6][CH:7]=[C:2]([Cl:1])[C:3]=3[F:46])[C@:12]([C:15]3[CH:20]=[CH:19][C:18]([Cl:21])=[CH:17][C:16]=3[F:22])([C:13]#[N:14])[C@H:11]([CH2:23][C:24]([CH3:25])([CH3:26])[CH3:27])[NH:10]2)=[O:29])=[C:32]([O:44][CH3:45])[CH:33]=1)=[O:102])[CH2:89][CH2:90][CH2:91][CH2:92][NH:93][C:94]([O:96][C:97]([CH3:100])([CH3:99])[CH3:98])=[O:95])=[O:84])[CH:87]=[CH2:88]. The catalyst class is: 7.